Dataset: Cav3 T-type calcium channel HTS with 100,875 compounds. Task: Binary Classification. Given a drug SMILES string, predict its activity (active/inactive) in a high-throughput screening assay against a specified biological target. The compound is O=C(Nc1ccc(cc1)C(=O)N\N=C\c1cccnc1)CCC. The result is 0 (inactive).